Dataset: Reaction yield outcomes from USPTO patents with 853,638 reactions. Task: Predict the reaction yield, written as a fraction of the theoretical maximum amount of product (1.0 means a 100% yield; for example, 0.34 means a 34% yield). (1) The reactants are CCN(CC)CC.[CH3:8][S:9](Cl)(=[O:11])=[O:10].[CH3:13][O:14][C:15]([C:17]1[CH:27]=[C:26]([O:28][CH:29]2[CH2:32][NH:31][CH2:30]2)[C:20]2[CH2:21][C:22]([CH3:25])([CH3:24])[O:23][C:19]=2[CH:18]=1)=[O:16]. The catalyst is C(Cl)Cl. The product is [CH3:13][O:14][C:15]([C:17]1[CH:27]=[C:26]([O:28][CH:29]2[CH2:30][N:31]([S:9]([CH3:8])(=[O:11])=[O:10])[CH2:32]2)[C:20]2[CH2:21][C:22]([CH3:25])([CH3:24])[O:23][C:19]=2[CH:18]=1)=[O:16]. The yield is 0.570. (2) The reactants are [Cl:1][C:2]1[C:3]([OH:28])=[C:4]([CH:8]=[C:9]([C:11]2[CH:12]=[C:13]3[C:19]([C:20]4[CH:25]=[CH:24][CH:23]=[CH:22][C:21]=4[O:26][CH3:27])=[N:18][NH:17][C:14]3=[N:15][CH:16]=2)[CH:10]=1)[C:5]([OH:7])=O.[CH2:29]([N:31]([CH2:40][CH3:41])[CH2:32][CH2:33][N:34]1[CH2:39][CH2:38][NH:37][CH2:36][CH2:35]1)[CH3:30].O=C1N(P(Cl)(N2CCOC2=O)=O)CCO1.C(=O)(O)[O-].[Na+]. The catalyst is C(#N)C.CN(C=O)C.O.C(OCC)(=O)C. The product is [Cl:1][C:2]1[C:3]([OH:28])=[C:4]([C:5]([N:37]2[CH2:38][CH2:39][N:34]([CH2:33][CH2:32][N:31]([CH2:40][CH3:41])[CH2:29][CH3:30])[CH2:35][CH2:36]2)=[O:7])[CH:8]=[C:9]([C:11]2[CH:12]=[C:13]3[C:19]([C:20]4[CH:25]=[CH:24][CH:23]=[CH:22][C:21]=4[O:26][CH3:27])=[N:18][NH:17][C:14]3=[N:15][CH:16]=2)[CH:10]=1. The yield is 0.170. (3) The reactants are [CH3:1][N:2]1[C:6]2=[CH:7][CH:8]=[C:9]3[C:14]([N:13]=[C:12]([C:15]4[CH:21]=[CH:20][C:18]([NH2:19])=[CH:17][CH:16]=4)[N:11]=[C:10]3[N:22]3[CH2:27][CH2:26][O:25][CH2:24][CH2:23]3)=[C:5]2[CH:4]=[CH:3]1.CCN(CC)CC.[C:35](Cl)(=[O:37])[CH3:36]. The catalyst is C(Cl)Cl. The product is [CH3:1][N:2]1[C:6]2=[CH:7][CH:8]=[C:9]3[C:14]([N:13]=[C:12]([C:15]4[CH:16]=[CH:17][C:18]([NH:19][C:35](=[O:37])[CH3:36])=[CH:20][CH:21]=4)[N:11]=[C:10]3[N:22]3[CH2:27][CH2:26][O:25][CH2:24][CH2:23]3)=[C:5]2[CH:4]=[CH:3]1. The yield is 0.710. (4) The reactants are [NH2:1][C:2]1[CH:10]=[CH:9][C:5]([C:6]([OH:8])=[O:7])=[CH:4][CH:3]=1.OS(O)(=O)=O.[CH3:16]COC(C)=O. The catalyst is CO. The product is [NH2:1][C:2]1[CH:10]=[CH:9][C:5]([C:6]([O:8][CH3:16])=[O:7])=[CH:4][CH:3]=1. The yield is 0.930. (5) The reactants are [Br:1][C:2]1[CH:10]=[CH:9][C:8]([OH:11])=[C:7]2[C:3]=1[CH2:4][NH:5][C:6]2=[O:12].[C:13]([O-])([O-])=O.[Cs+].[Cs+].CI.O. The catalyst is CN(C=O)C. The product is [Br:1][C:2]1[CH:10]=[CH:9][C:8]([O:11][CH3:13])=[C:7]2[C:3]=1[CH2:4][NH:5][C:6]2=[O:12]. The yield is 0.700. (6) The catalyst is CN(C=O)C.[Cu]I. The yield is 0.990. The product is [N:21]1([C:2]2[CH:14]=[CH:13][C:12]3[C:11]4[C:6](=[CH:7][CH:8]=[CH:9][CH:10]=4)[N:5]([C:15]4[CH:20]=[CH:19][CH:18]=[CH:17][CH:16]=4)[C:4]=3[CH:3]=2)[CH:25]=[CH:24][N:23]=[CH:22]1. The reactants are Br[C:2]1[CH:14]=[CH:13][C:12]2[C:11]3[C:6](=[CH:7][CH:8]=[CH:9][CH:10]=3)[N:5]([C:15]3[CH:20]=[CH:19][CH:18]=[CH:17][CH:16]=3)[C:4]=2[CH:3]=1.[NH:21]1[CH:25]=[CH:24][N:23]=[CH:22]1.C([O-])([O-])=O.[K+].[K+]. (7) The reactants are [N+:1]([C:4]1[CH:9]=[CH:8][CH:7]=[CH:6][C:5]=1[NH:10][C@H:11]1[CH2:16][CH2:15][C@H:14]([NH:17][C:18](=[O:24])[O:19][C:20]([CH3:23])([CH3:22])[CH3:21])[CH2:13][CH2:12]1)([O-])=O. The catalyst is CO.[Pd]. The product is [NH2:1][C:4]1[CH:9]=[CH:8][CH:7]=[CH:6][C:5]=1[NH:10][C@H:11]1[CH2:12][CH2:13][C@H:14]([NH:17][C:18](=[O:24])[O:19][C:20]([CH3:22])([CH3:21])[CH3:23])[CH2:15][CH2:16]1. The yield is 0.960. (8) The reactants are [C:1]([O:5][C:6](=[O:26])[NH:7][S:8]([CH2:11]P(C1C=CC=CC=1)(C1C=CC=CC=1)=O)(=[O:10])=[O:9])([CH3:4])([CH3:3])[CH3:2].C([Li])CCC.CCCCCC.[Si:38]([O:45][C@H:46]1[CH2:50][C@H:49]([N:51]2[C:55]3[N:56]=[CH:57][N:58]=[C:59]([NH:60][C@@H:61]4[C:69]5[C:64](=[CH:65][CH:66]=[CH:67][CH:68]=5)[CH2:63][CH2:62]4)[C:54]=3[CH:53]=[CH:52]2)[CH2:48][C@H:47]1[CH:70]=O)([C:41]([CH3:44])([CH3:43])[CH3:42])([CH3:40])[CH3:39]. The catalyst is C1COCC1. The product is [Si:38]([O:45][C@H:46]1[CH2:50][C@H:49]([N:51]2[C:55]3[N:56]=[CH:57][N:58]=[C:59]([NH:60][C@@H:61]4[C:69]5[C:64](=[CH:65][CH:66]=[CH:67][CH:68]=5)[CH2:63][CH2:62]4)[C:54]=3[CH:53]=[CH:52]2)[CH2:48][C@H:47]1/[CH:70]=[CH:11]/[S:8]([NH:7][C:6](=[O:26])[O:5][C:1]([CH3:3])([CH3:2])[CH3:4])(=[O:10])=[O:9])([C:41]([CH3:44])([CH3:42])[CH3:43])([CH3:39])[CH3:40]. The yield is 0.210.